From a dataset of Forward reaction prediction with 1.9M reactions from USPTO patents (1976-2016). Predict the product of the given reaction. (1) The product is: [C:18]1([C:27]2[CH:28]=[CH:29][CH:30]=[CH:31][CH:32]=2)[CH:23]=[CH:22][CH:21]=[CH:20][C:19]=1[N:15]1[C:13]2=[N:14][C:9]([OH:8])=[CH:10][CH:11]=[C:12]2[N:17]=[CH:16]1. Given the reactants C([O:8][C:9]1[N:14]=[C:13]2[NH:15][CH:16]=[N:17][C:12]2=[CH:11][CH:10]=1)C1C=CC=CC=1.[C:18]1([C:27]2[CH:32]=[CH:31][CH:30]=[CH:29][CH:28]=2)[CH:23]=[CH:22][CH:21]=[CH:20][C:19]=1B(O)O, predict the reaction product. (2) Given the reactants [C:1]1([C:7]2[CH:12]=[C:11]([C:13]3[CH:18]=[CH:17][CH:16]=[CH:15][CH:14]=3)[N:10]=[C:9]([O:19][CH2:20][CH2:21][CH2:22][CH2:23][C:24]([CH3:42])([CH3:41])[C:25]([NH:27][CH:28]([CH2:33][C:34]3[CH:39]=[CH:38][C:37]([OH:40])=[CH:36][CH:35]=3)[C:29]([O:31]C)=[O:30])=[O:26])[CH:8]=2)[CH:6]=[CH:5][CH:4]=[CH:3][CH:2]=1.O.[OH-].[Li+], predict the reaction product. The product is: [C:1]1([C:7]2[CH:12]=[C:11]([C:13]3[CH:14]=[CH:15][CH:16]=[CH:17][CH:18]=3)[N:10]=[C:9]([O:19][CH2:20][CH2:21][CH2:22][CH2:23][C:24]([CH3:42])([CH3:41])[C:25]([NH:27][CH:28]([CH2:33][C:34]3[CH:39]=[CH:38][C:37]([OH:40])=[CH:36][CH:35]=3)[C:29]([OH:31])=[O:30])=[O:26])[CH:8]=2)[CH:6]=[CH:5][CH:4]=[CH:3][CH:2]=1. (3) Given the reactants [C:1]1([OH:7])[CH:6]=[CH:5][CH:4]=[CH:3][CH:2]=1.C=O.[CH2:10]([NH:12][C:13]1[CH:18]=[CH:17][CH:16]=[CH:15][CH:14]=1)[CH3:11].CNC1C=CC=CC=1, predict the reaction product. The product is: [CH2:10]([NH:12][C:13]1[CH:18]=[CH:17][CH:16]=[CH:15][CH:14]=1)[CH3:11].[CH2:1]=[O:7].[C:1]1([OH:7])[CH:6]=[CH:5][CH:4]=[CH:3][CH:2]=1. (4) Given the reactants [Cl:1][C:2]1[CH:18]=[CH:17][C:5]([CH2:6][N:7]2[C:12](SC)=[N:11][C:10](=[O:15])[NH:9][C:8]2=[O:16])=[CH:4][CH:3]=1.[F:19][C:20]1[CH:21]=[C:22]([CH:24]=[CH:25][C:26]=1[O:27][CH:28]([CH3:30])[CH3:29])[NH2:23].C(O)(C)(C)C.C(=O)(O)[O-].[Na+], predict the reaction product. The product is: [Cl:1][C:2]1[CH:18]=[CH:17][C:5]([CH2:6][N:7]2[C:12]([NH:23][C:22]3[CH:24]=[CH:25][C:26]([O:27][CH:28]([CH3:29])[CH3:30])=[C:20]([F:19])[CH:21]=3)=[N:11][C:10](=[O:15])[NH:9][C:8]2=[O:16])=[CH:4][CH:3]=1. (5) Given the reactants [CH:1]([N:4]1[CH2:9][CH2:8][CH:7]([CH2:10][O:11][CH2:12][C@H:13]([NH2:20])[C:14]2[CH:19]=[CH:18][CH:17]=[CH:16][CH:15]=2)[CH2:6][CH2:5]1)([CH3:3])[CH3:2].[CH3:21][O:22][C:23]1[CH:31]=[CH:30][C:26]([C:27]([Cl:29])=[O:28])=[CH:25][CH:24]=1, predict the reaction product. The product is: [ClH:29].[CH:1]([N:4]1[CH2:5][CH2:6][CH:7]([CH2:10][O:11][CH2:12][C@H:13]([NH:20][C:27](=[O:28])[C:26]2[CH:30]=[CH:31][C:23]([O:22][CH3:21])=[CH:24][CH:25]=2)[C:14]2[CH:15]=[CH:16][CH:17]=[CH:18][CH:19]=2)[CH2:8][CH2:9]1)([CH3:3])[CH3:2].